Task: Regression. Given a peptide amino acid sequence and an MHC pseudo amino acid sequence, predict their binding affinity value. This is MHC class II binding data.. Dataset: Peptide-MHC class II binding affinity with 134,281 pairs from IEDB (1) The peptide sequence is MASRFMTDPHAMRDM. The MHC is HLA-DPA10201-DPB10501 with pseudo-sequence HLA-DPA10201-DPB10501. The binding affinity (normalized) is 0. (2) The peptide sequence is LIGPTPVNIIGRNLLTQIGC. The MHC is HLA-DQA10501-DQB10301 with pseudo-sequence HLA-DQA10501-DQB10301. The binding affinity (normalized) is 0.139. (3) The peptide sequence is FLFQRAVAREAIIAL. The MHC is DRB1_0404 with pseudo-sequence DRB1_0404. The binding affinity (normalized) is 0.460. (4) The peptide sequence is TLVSAVAANELGMLED. The MHC is DRB1_0404 with pseudo-sequence DRB1_0404. The binding affinity (normalized) is 0.607.